Dataset: Forward reaction prediction with 1.9M reactions from USPTO patents (1976-2016). Task: Predict the product of the given reaction. (1) Given the reactants [Br:1][C:2]1[C:3](Cl)=[N:4][CH:5]=[C:6]([CH:10]=1)[C:7](Cl)=[O:8].BrC1C(Cl)=NC=[C:17](C=1)[C:18]([OH:20])=O.[C:23](Cl)(=O)[C:24](Cl)=[O:25], predict the reaction product. The product is: [Br:1][C:2]1[C:3]([O:20][CH2:18][CH3:17])=[N:4][CH:5]=[C:6]([CH:10]=1)[C:7]([O:25][CH2:24][CH3:23])=[O:8]. (2) Given the reactants [Cl:1][C:2]1[CH:7]=[CH:6][C:5]([Cl:8])=[CH:4][C:3]=1[CH2:9][C:10]1[O:14][CH:13]=[N:12][C:11]=1[C:15]([O:17]CC)=[O:16].[Li+].[OH-].Cl, predict the reaction product. The product is: [Cl:1][C:2]1[CH:7]=[CH:6][C:5]([Cl:8])=[CH:4][C:3]=1[CH2:9][C:10]1[O:14][CH:13]=[N:12][C:11]=1[C:15]([OH:17])=[O:16].